From a dataset of Reaction yield outcomes from USPTO patents with 853,638 reactions. Predict the reaction yield, written as a fraction of the theoretical maximum amount of product (1.0 means a 100% yield; for example, 0.34 means a 34% yield). (1) The reactants are [F:1][C:2]1[CH:26]=[CH:25][C:5]2[C:6]3[N:7]([CH:15]=[C:16]([CH:18]4[CH2:23][CH2:22][C:21](=O)[CH2:20][CH2:19]4)[N:17]=3)[C:8]3[CH:9]=[CH:10][NH:11]C(=O)[C:13]=3[C:4]=2[CH:3]=1.CO.Cl.[NH2:30][OH:31].[C:32](=[O:35])(O)[O-].[K+]. No catalyst specified. The product is [F:1][C:2]1[CH:26]=[CH:25][C:5]2[C:6]3[N:7]([CH:15]=[C:16]([CH:18]4[CH2:19][CH2:20][C:21](=[N:30][OH:31])[CH2:22][CH2:23]4)[N:17]=3)[C:8]3[CH:9]=[CH:10][NH:11][C:32](=[O:35])[C:13]=3[C:4]=2[CH:3]=1. The yield is 0.823. (2) The reactants are [CH2:1]([N:8]1[CH2:13][CH2:12][CH:11]([N:14]2[CH2:19][CH2:18][CH2:17][CH:16]([C:20]([O:22]CC)=[O:21])[CH2:15]2)[CH2:10][CH2:9]1)[C:2]1[CH:7]=[CH:6][CH:5]=[CH:4][CH:3]=1.[ClH:25]. No catalyst specified. The product is [ClH:25].[ClH:25].[CH2:1]([N:8]1[CH2:9][CH2:10][CH:11]([N:14]2[CH2:19][CH2:18][CH2:17][CH:16]([C:20]([OH:22])=[O:21])[CH2:15]2)[CH2:12][CH2:13]1)[C:2]1[CH:7]=[CH:6][CH:5]=[CH:4][CH:3]=1. The yield is 0.950.